From a dataset of Full USPTO retrosynthesis dataset with 1.9M reactions from patents (1976-2016). Predict the reactants needed to synthesize the given product. (1) Given the product [CH:12]1([CH2:11][NH:6][CH2:5][CH:4]([O:7][CH2:8][CH3:9])[O:3][CH2:1][CH3:2])[CH2:17][CH2:16][CH2:15][CH2:14][CH2:13]1, predict the reactants needed to synthesize it. The reactants are: [CH2:1]([O:3][CH:4]([O:7][CH2:8][CH3:9])[CH2:5][NH2:6])[CH3:2].Br[CH2:11][CH:12]1[CH2:17][CH2:16][CH2:15][CH2:14][CH2:13]1. (2) Given the product [CH3:4][O:5][C:6]([C@@H:8]1[C@@H:13]([C:14]2[CH:19]=[CH:18][C:17]([O:20][CH2:21][CH2:22][O:23][C:24]3[C:29]([Cl:30])=[CH:28][C:27]([CH3:31])=[CH:26][C:25]=3[Cl:32])=[CH:16][CH:15]=2)[CH2:12][CH2:11][N:10]([C:33]([O:35][C:36]([CH3:39])([CH3:38])[CH3:37])=[O:34])[CH2:9]1)=[O:7], predict the reactants needed to synthesize it. The reactants are: CO[Na].[CH3:4][O:5][C:6]([CH:8]1[CH:13]([C:14]2[CH:19]=[CH:18][C:17]([O:20][CH2:21][CH2:22][O:23][C:24]3[C:29]([Cl:30])=[CH:28][C:27]([CH3:31])=[CH:26][C:25]=3[Cl:32])=[CH:16][CH:15]=2)[CH2:12][CH2:11][N:10]([C:33]([O:35][C:36]([CH3:39])([CH3:38])[CH3:37])=[O:34])[CH2:9]1)=[O:7].CCOC(C)=O. (3) Given the product [CH:18]1([CH2:17][CH:8]([C:5]2[CH:6]=[N:7][C:2]([C:25]3[CH:26]=[CH:27][S:23][CH:24]=3)=[CH:3][CH:4]=2)[C:9]([NH:11][C:12]2[S:13][CH:14]=[CH:15][N:16]=2)=[O:10])[CH2:22][CH2:21][CH2:20][CH2:19]1, predict the reactants needed to synthesize it. The reactants are: Cl[C:2]1[N:7]=[CH:6][C:5]([CH:8]([CH2:17][CH:18]2[CH2:22][CH2:21][CH2:20][CH2:19]2)[C:9]([NH:11][C:12]2[S:13][CH:14]=[CH:15][N:16]=2)=[O:10])=[CH:4][CH:3]=1.[S:23]1[CH:27]=[CH:26][C:25](B(O)O)=[CH:24]1. (4) Given the product [O:8]([C:4]1[CH:3]=[C:2]([CH:7]=[CH:6][CH:5]=1)[O:40][C:35]1[CH:36]=[CH:37][CH:38]=[CH:39][C:34]=1[C:31]1[CH:32]=[CH:33][C:28]([N:26]2[C:25]3[CH:24]=[CH:23][CH:22]=[CH:21][C:20]=3[C:19]3[C:27]2=[CH:15][CH:16]=[CH:17][CH:18]=3)=[CH:29][CH:30]=1)[C:9]1[CH:10]=[CH:11][CH:12]=[CH:13][CH:14]=1, predict the reactants needed to synthesize it. The reactants are: Br[C:2]1[CH:7]=[CH:6][CH:5]=[C:4]([O:8][C:9]2[CH:14]=[CH:13][CH:12]=[CH:11][CH:10]=2)[CH:3]=1.[CH:15]1[C:27]2[N:26]([C:28]3[CH:33]=[CH:32][C:31]([C:34]4[C:35]([OH:40])=[CH:36][CH:37]=[CH:38][CH:39]=4)=[CH:30][CH:29]=3)[C:25]3[C:20](=[CH:21][CH:22]=[CH:23][CH:24]=3)[C:19]=2[CH:18]=[CH:17][CH:16]=1.C(=O)([O-])[O-].[K+].[K+]. (5) Given the product [CH2:1]([NH:3][C:4]([NH:13][CH2:12][CH2:11][C:7]1[S:6][CH:10]=[CH:9][CH:8]=1)=[S:5])[CH3:2], predict the reactants needed to synthesize it. The reactants are: [CH2:1]([N:3]=[C:4]=[S:5])[CH3:2].[S:6]1[CH:10]=[CH:9][CH:8]=[C:7]1[CH2:11][CH2:12][NH2:13].C(N(CC)CC)C.Cl. (6) Given the product [CH:21]1([N:18]2[CH2:19][CH2:20][N:15]([C:13](=[O:14])[CH2:12][N:7]3[CH2:6][CH2:5][C:4]4[N:3]=[C:2]([C:30]5[N:31]=[N:32][CH:33]=[CH:34][CH:35]=5)[CH:11]=[CH:10][C:9]=4[CH2:8]3)[CH2:16][CH2:17]2)[CH2:24][CH2:23][CH2:22]1, predict the reactants needed to synthesize it. The reactants are: Cl[C:2]1[CH:11]=[CH:10][C:9]2[CH2:8][N:7]([CH2:12][C:13]([N:15]3[CH2:20][CH2:19][N:18]([CH:21]4[CH2:24][CH2:23][CH2:22]4)[CH2:17][CH2:16]3)=[O:14])[CH2:6][CH2:5][C:4]=2[N:3]=1.C([Sn](CCCC)(CCCC)[C:30]1[N:31]=[N:32][CH:33]=[CH:34][CH:35]=1)CCC. (7) Given the product [CH3:36][C:32]1([CH3:35])[CH2:33][O:34][C:30]([N:27]2[CH2:28][CH2:29][C@@:25]([N:22]3[C:12]4[N:13]=[C:14]([N:16]5[CH2:17][CH2:18][O:19][CH2:20][CH2:21]5)[N:15]=[C:10]([C:7]5[CH:8]=[N:9][C:4]([NH2:3])=[N:5][CH:6]=5)[C:11]=4[CH2:24][CH2:23]3)([CH3:38])[CH2:26]2)=[N:31]1, predict the reactants needed to synthesize it. The reactants are: CI.[NH2:3][C:4]1[N:9]=[CH:8][C:7]([C:10]2[C:11]3[CH2:24][CH2:23][N:22]([C@@:25]4([CH3:38])[CH2:29][CH2:28][N:27]([C:30](=S)[NH:31][C:32]([CH3:36])([CH3:35])[CH2:33][OH:34])[CH2:26]4)[C:12]=3[N:13]=[C:14]([N:16]3[CH2:21][CH2:20][O:19][CH2:18][CH2:17]3)[N:15]=2)=[CH:6][N:5]=1.C(N(C(C)C)CC)(C)C.